This data is from NCI-60 drug combinations with 297,098 pairs across 59 cell lines. The task is: Regression. Given two drug SMILES strings and cell line genomic features, predict the synergy score measuring deviation from expected non-interaction effect. Drug 1: C1CN1P(=S)(N2CC2)N3CC3. Drug 2: C1=NC2=C(N1)C(=S)N=CN2. Cell line: NCI-H460. Synergy scores: CSS=54.8, Synergy_ZIP=-2.86, Synergy_Bliss=2.25, Synergy_Loewe=1.13, Synergy_HSA=4.17.